From a dataset of Forward reaction prediction with 1.9M reactions from USPTO patents (1976-2016). Predict the product of the given reaction. (1) The product is: [Br:1][C:2]1[C:3]([O:12][CH3:13])=[CH:4][C:5]([OH:11])=[C:6]([CH:10]=1)[C:7]([O:9][CH3:16])=[O:8]. Given the reactants [Br:1][C:2]1[C:3]([O:12][CH3:13])=[CH:4][C:5]([OH:11])=[C:6]([CH:10]=1)[C:7]([OH:9])=[O:8].[N+](=[CH:16][Si](C)(C)C)=[N-].CCCCCC.C(O)(=O)C, predict the reaction product. (2) The product is: [Cl:1][C:2]1=[N:3][C:4]2[CH:16]=[C:15]([C:17]([NH:31][CH2:30][CH2:29][C:28]([F:33])([F:32])[F:27])=[O:18])[CH:14]=[CH:13][C:5]=2[S:6][C:7]2[CH:12]=[CH:11][CH:10]=[CH:9][C:8]1=2. Given the reactants [Cl:1][C:2]1=[N:3][C:4]2[CH:16]=[C:15]([C:17](Cl)=[O:18])[CH:14]=[CH:13][C:5]=2[S:6][C:7]2[CH:12]=[CH:11][CH:10]=[CH:9][C:8]1=2.C(N(CC)CC)C.[F:27][C:28]([F:33])([F:32])[CH2:29][CH2:30][NH2:31], predict the reaction product. (3) Given the reactants O[C:2]1[CH2:7][CH2:6][C:5]([CH3:9])([CH3:8])[CH2:4][C:3]=1[C:10]([O:12]C)=O.[NH2:14][C:15]1[CH:16]=[C:17]([CH:22]=[CH:23][C:24]=1[Br:25])[C:18]([O:20][CH3:21])=[O:19].O1CCOCC1, predict the reaction product. The product is: [Br:25][C:24]1[C:15]2[NH:14][C:2]3[CH2:7][CH2:6][C:5]([CH3:8])([CH3:9])[CH2:4][C:3]=3[C:10](=[O:12])[C:16]=2[C:17]([C:18]([O:20][CH3:21])=[O:19])=[CH:22][CH:23]=1. (4) Given the reactants [CH2:1]([O:3][C:4]1[C:9]([C:10]([F:13])([F:12])[F:11])=[CH:8][C:7]([N+:14]([O-])=O)=[CH:6][C:5]=1[C:17]([F:20])([F:19])[F:18])[CH3:2], predict the reaction product. The product is: [CH2:1]([O:3][C:4]1[C:5]([C:17]([F:18])([F:19])[F:20])=[CH:6][C:7]([NH2:14])=[CH:8][C:9]=1[C:10]([F:11])([F:12])[F:13])[CH3:2]. (5) Given the reactants [Br:1][C:2]1[CH:7]=[CH:6][C:5]([OH:8])=[CH:4][C:3]=1[CH:9]1[O:13][CH2:12][CH2:11][O:10]1.C(=O)([O-])[O-].[K+].[K+].[CH2:20]([O:22][C:23](=[O:33])[C:24]1[CH:29]=[CH:28][C:27](F)=[CH:26][C:25]=1[O:31][CH3:32])[CH3:21], predict the reaction product. The product is: [CH2:20]([O:22][C:23](=[O:33])[C:24]1[CH:29]=[CH:28][C:27]([O:8][C:5]2[CH:6]=[CH:7][C:2]([Br:1])=[C:3]([CH:9]3[O:10][CH2:11][CH2:12][O:13]3)[CH:4]=2)=[CH:26][C:25]=1[O:31][CH3:32])[CH3:21]. (6) Given the reactants Cl.Cl.C[O:4][C:5](=[O:56])[C@@H:6]([NH:23][C:24]([C@@H:26]1[CH2:35][C:34]2[CH:33]=[C:32]3[O:36][CH2:37][C@H:38]([C:40]4[CH:45]=[CH:44][C:43]([O:46][CH2:47][C:48]5[CH:53]=[CH:52][C:51]([Cl:54])=[C:50]([Cl:55])[CH:49]=5)=[CH:42][CH:41]=4)[O:39][C:31]3=[CH:30][C:29]=2[CH2:28][NH:27]1)=[O:25])[CH2:7][C:8]1[CH:13]=[CH:12][C:11]([O:14][C:15]2[CH:20]=[CH:19][N:18]=[C:17]([CH3:21])[C:16]=2[CH3:22])=[CH:10][CH:9]=1.[CH3:57][O:58][C:59]1[N:64]=[C:63]([CH:65]=O)[CH:62]=[CH:61][CH:60]=1, predict the reaction product. The product is: [Cl:55][C:50]1[CH:49]=[C:48]([CH:53]=[CH:52][C:51]=1[Cl:54])[CH2:47][O:46][C:43]1[CH:42]=[CH:41][C:40]([C@H:38]2[CH2:37][O:36][C:32]3=[CH:33][C:34]4[CH2:35][C@@H:26]([C:24]([NH:23][C@@H:6]([CH2:7][C:8]5[CH:9]=[CH:10][C:11]([O:14][C:15]6[CH:20]=[CH:19][N:18]=[C:17]([CH3:21])[C:16]=6[CH3:22])=[CH:12][CH:13]=5)[C:5]([OH:4])=[O:56])=[O:25])[N:27]([CH2:65][C:63]5[CH:62]=[CH:61][CH:60]=[C:59]([O:58][CH3:57])[N:64]=5)[CH2:28][C:29]=4[CH:30]=[C:31]3[O:39]2)=[CH:45][CH:44]=1. (7) Given the reactants [N+:1]([C:4]1[CH:5]=[N:6][C:7]([N:10]2[CH:16]3[CH2:17][CH2:18][N:13]([CH2:14][CH2:15]3)[CH2:12][CH2:11]2)=[N:8][CH:9]=1)([O-])=O.N12CCC(CC1)N(C1N=CC(N)=CN=1)CC2.[C:35]([Cl:43])(=[O:42])[C:36]1[CH:41]=[CH:40][CH:39]=[CH:38][CH:37]=1, predict the reaction product. The product is: [ClH:43].[N:13]12[CH2:18][CH2:17][CH:16]([CH2:15][CH2:14]1)[N:10]([C:7]1[N:6]=[CH:5][C:4]([NH:1][C:35](=[O:42])[C:36]3[CH:41]=[CH:40][CH:39]=[CH:38][CH:37]=3)=[CH:9][N:8]=1)[CH2:11][CH2:12]2. (8) Given the reactants [CH:1]1[CH:2]=[CH:3][C:4]2[NH:13][C:12]3[N:11]=[CH:10][CH:9]=[CH:8][C:7]=3[C:5]=2[CH:6]=1.CN(C=O)C.[H-].[Na+].Cl.Cl[CH2:23][CH:24]([N:26]([CH3:28])[CH3:27])[CH3:25], predict the reaction product. The product is: [CH3:27][N:26]([CH3:28])[CH:24]([CH3:25])[CH2:23][N:13]1[C:4]2[C:5](=[CH:6][CH:1]=[CH:2][CH:3]=2)[C:7]2[CH:8]=[CH:9][CH:10]=[N:11][C:12]1=2.